Dataset: Forward reaction prediction with 1.9M reactions from USPTO patents (1976-2016). Task: Predict the product of the given reaction. (1) Given the reactants [N+:1]([O-:4])(O)=[O:2].[CH3:5][O:6][C:7](=[O:16])[C:8]1[CH:13]=[CH:12][C:11]([OH:14])=[C:10]([Cl:15])[CH:9]=1, predict the reaction product. The product is: [CH3:5][O:6][C:7](=[O:16])[C:8]1[CH:13]=[C:12]([N+:1]([O-:4])=[O:2])[C:11]([OH:14])=[C:10]([Cl:15])[CH:9]=1. (2) Given the reactants [C:1]([Li])([CH3:4])([CH3:3])[CH3:2].[NH2:6][C:7]1[CH:14]=[CH:13][CH:12]=[CH:11][C:8]=1[C:9]#N.[O:15]1CCCC1, predict the reaction product. The product is: [NH2:6][C:7]1[CH:14]=[CH:13][CH:12]=[CH:11][C:8]=1[C:9](=[O:15])[C:1]([CH3:4])([CH3:3])[CH3:2].